Dataset: Full USPTO retrosynthesis dataset with 1.9M reactions from patents (1976-2016). Task: Predict the reactants needed to synthesize the given product. Given the product [I:34][C:9]1[C:5]2[NH:6][C:7](=[O:8])[C:2]([CH3:16])([CH3:1])[O:3][C:4]=2[CH:12]=[C:11]([N+:13]([O-:15])=[O:14])[CH:10]=1, predict the reactants needed to synthesize it. The reactants are: [CH3:1][C:2]1([CH3:16])[C:7](=[O:8])[NH:6][C:5]2[CH:9]=[CH:10][C:11]([N+:13]([O-:15])=[O:14])=[CH:12][C:4]=2[O:3]1.[B-](F)(F)(F)F.C1C=CN=CC=1.C1C=CN=CC=1.[IH2+:34].FC(F)(F)S(O)(=O)=O.